Dataset: Catalyst prediction with 721,799 reactions and 888 catalyst types from USPTO. Task: Predict which catalyst facilitates the given reaction. (1) Reactant: [CH2:1]([C:3]1[CH:12]=[C:11]([F:13])[C:10]2[C:9](=[O:14])[NH:8][C@@H:7]3[CH2:15][N:16](C(OC(C)(C)C)=O)[CH2:17][C@H:6]3[C:5]=2[CH:4]=1)[CH3:2].[ClH:25]. Product: [ClH:25].[CH2:1]([C:3]1[CH:12]=[C:11]([F:13])[C:10]2[C:9](=[O:14])[NH:8][C@@H:7]3[CH2:15][NH:16][CH2:17][C@H:6]3[C:5]=2[CH:4]=1)[CH3:2]. The catalyst class is: 27. (2) Reactant: [Br:1][C:2]1[N:7]=[C:6]([C:8](=[O:11])[C:9]#[CH:10])[CH:5]=[CH:4][CH:3]=1.[CH3:12][Mg]Cl. Product: [Br:1][C:2]1[N:7]=[C:6]([C:8]([OH:11])([C:9]#[CH:10])[CH3:12])[CH:5]=[CH:4][CH:3]=1. The catalyst class is: 1. (3) Reactant: B(Br)(Br)Br.[F:5][C:6]1[C:11]([F:12])=[C:10]([F:13])[C:9]([F:14])=[C:8]([F:15])[C:7]=1[C:16]1[CH:21]=[C:20]([F:22])[CH:19]=[CH:18][C:17]=1[O:23]C.C(=O)(O)[O-].[Na+].[OH-].[Na+]. Product: [F:5][C:6]1[C:11]([F:12])=[C:10]([F:13])[C:9]([F:14])=[C:8]([F:15])[C:7]=1[C:16]1[C:17]([OH:23])=[CH:18][CH:19]=[C:20]([F:22])[CH:21]=1. The catalyst class is: 4. (4) Reactant: [CH3:1][C:2]1[CH:6]=[C:5]([C:7]2([C:10]([O:12][CH2:13][CH3:14])=[O:11])[CH2:9][CH2:8]2)[O:4][N:3]=1.[Br:15]N1C(=O)CCC1=O.O. Product: [Br:15][C:6]1[C:2]([CH3:1])=[N:3][O:4][C:5]=1[C:7]1([C:10]([O:12][CH2:13][CH3:14])=[O:11])[CH2:8][CH2:9]1. The catalyst class is: 3.